This data is from Experimentally validated miRNA-target interactions with 360,000+ pairs, plus equal number of negative samples. The task is: Binary Classification. Given a miRNA mature sequence and a target amino acid sequence, predict their likelihood of interaction. (1) The miRNA is cel-miR-254-3p with sequence UGCAAAUCUUUCGCGAC. The protein sequence of the target gene is MYQDYPGNFDTSSRGSSGSPAHAESYSSGGGGQQKFRVDMPGSGSAFIPTINAITTSQDLQWMVQPTVITSMSNPYPRSHPYSPLPGLASVPGHMALPRPGVIKTIGTTVGRRRRDEQLSPEEEEKRRIRRERNKLAAAKCRNRRRELTEKLQAETEELEEEKSGLQKEIAELQKEKEKLEFMLVAHGPVCKISPEERRSPPTSGLQSLRGTGSAVGPVVVKQEPPEEDSPSSSAGMDKTQRSVIKPISIAGGGFYGEEPLHTPIVVTSTPAITPGTSNLVFTYPNVLEQESPSSPSESC.... Result: 0 (no interaction). (2) The miRNA is hsa-miR-548b-5p with sequence AAAAGUAAUUGUGGUUUUGGCC. The protein sequence of the target gene is MEHIRTTKVEQVKLLDRFSTSNKSLTGTLYLTATHLLFIDSHQKETWILHHHIASVEKLALTTSGCPLVIQCKNFRTVHFIVPRERDCHDIYNSLLQLSKQAKYEDLYAFSYNPKQNDSERLQGWQLIDLAEEYKRMGVPNSHWQLSDANRDYKICETYPRELYVPRIASKPIIVGSSKFRSKGRFPVLSYYHQDKEAAICRCSQPLSGFSARCLEDEHLLQAISKANPVNRYMYVMDTRPKLNAMANRAAGKGYENEDNYSNIRFQFVGIENIHVMRSSLQKLLEVNGTKGLSVNDFYS.... Result: 1 (interaction). (3) The miRNA is hsa-miR-92b-3p with sequence UAUUGCACUCGUCCCGGCCUCC. The protein sequence of the target gene is MAKQPSDVSSECDREGRQLQPAERPPQLRPGAPTSLQTEPQGNPEGNHGGEGDSCPHGSPQGPLAPPASPGPFATRSPLFIFMRRSSLLSRSSSGYFSFDTDRSPAPMSCDKSTQTPSPPCQAFNHYLSAMASMRQAEPADMRPEIWIAQELRRIGDEFNAYYARRVFLNNYQAAEDHPRMVILRLLRYIVRLVWRMH. Result: 1 (interaction). (4) The miRNA is hsa-miR-6083 with sequence CUUAUAUCAGAGGCUGUGGG. The protein sequence of the target gene is MPPPGKVPRKENLWLQCEWGSCSFVCSTMEKFFEHVTQHLQQHLHGSGEEEEEEEEDDPLEEEFSCLWQECGFCSLDSSADLIRHVYFHCYHTKLKQWGLQALQSQADLGPCILDFQSRNVIPDIPDHFLCLWEHCENSFDNPEWFYRHVEAHSLCCEYEAVGKDNPVVLCGWKGCTCTFKDRSKLREHLRSHTQEKVVACPTCGGMFANNTKFLDHIRRQTSLDQQHFQCSHCSKRFATERLLRDHMRNHVNHYKCPLCDMTCPLPSSLRNHMRFRHSEDRPFKCDCCDYSCKNLIDLQ.... Result: 1 (interaction). (5) The miRNA is hsa-miR-409-5p with sequence AGGUUACCCGAGCAACUUUGCAU. The protein sequence of the target gene is MLPRPLRLLLDTSPPGGVVLSSFRSRDPEEGGGPGGLVVGGGQEEEEEEEEEAPVSVWDEEEDGAVFTVTSRQYRPLDPLVPMPPPRSSRRLRAGTLEALVRHLLDTRTSGTDVSFMSAFLATHRAFTSTPALLGLMADRLEALESHPTDELERTTEVAISVLSTWLASHPEDFGSEAKGQLDRLESFLLQTGYAAGKGVGGGSADLIRNLRSRVDPQAPDLPKPLALPGDPPADPTDVLVFLADHLAEQLTLLDAELFLNLIPSQCLGGLWGHRDRPGHSHLCPSVRATVTQFNKVAGA.... Result: 1 (interaction). (6) The miRNA is hsa-miR-335-5p with sequence UCAAGAGCAAUAACGAAAAAUGU. The protein sequence of the target gene is MESCSVTRLECSGAISAHCSLHLPGSSDSPASASQIAGTTDAIWNEQEKAELFTDKFCQVCGVMLQFESQRISHYEGEKHAQNVSFYFQMHGEQNEVPGKKMKMHVENFQVHRYEGVDKNKFCDLCNMMFSSPLIAQSHYVGKVHAKKLKQLMEEHDQASPSGFQPEMAFSMRTYVCHICSIAFTSLDMFRSHMQGSEHQIKESIVINLVKNSRKTQDSYQNECADYINVQKARGLEAKTCFRKMEESSLETRRYREVVDSRPRHRMFEQRLPFETFRTYAAPYNISQAMEKQLPHSKKT.... Result: 1 (interaction). (7) The miRNA is rno-miR-335 with sequence UCAAGAGCAAUAACGAAAAAUGU. The protein sequence of the target gene is MKVTVCFGRTGIVVPCKDGQLRVRELTQQALQRYLKTRDQDPGYWVKIHHLEYTDGGILDPDDVLADVVEDKDKLIAVFDEQEPLQKTESPGGNPADRQSPDAFETEVAAQLAAFKPVGGEIVVTPSALKLGTPLLVRRSSDPAPGPHADAQPSTASLSGQSLKPVVLDSTQNVENKEAMNGEQAGLLSLHRPKDELSDMTRAVEISGEGDPLGIHVVPFFSSLSGRILGLFIRGIEENSRCKQEGLFQENECIVKINNVELLDKTFAQAQDVFRQAMKSPSVILHVLLPQNREQYEKSV.... Result: 0 (no interaction). (8) The miRNA is mmu-let-7b-5p with sequence UGAGGUAGUAGGUUGUGUGGUU. The protein sequence of the target gene is MMLSQIASKQAENGERAGSPDVLRCSSQMDCKPRFDLSSKGHRKDSDKSRNRKEDDSLAEASHSKKTVKKVVVVEQNGSFQVKIPKNFICEHCFGAFRSSYHLKRHVLIHTGEKPFECDVCDMRFIQKYHLERHKRVHSGEKPYQCERCHQCFSRTDRLLRHKRMCQGCQSKTSEGQFSL. Result: 1 (interaction). (9) The miRNA is mmu-miR-24-3p with sequence UGGCUCAGUUCAGCAGGAACAG. The protein sequence of the target gene is MRGGGFGDRDRDRDRGGFGARGGSGLPPKKFGNPGERLRKKKWDLSELPKFEKNFYVEHPEVARLTPYEVDELRRKKEITVRGGDVCPKPVFAFHHANFPQYVMDVLMDQHFTEPTPIQCQGFPLALSGRDMVGIAQTGSGKTLAYLLPAIVHINHQPYLERGDGPICLVLAPTRELAQQVQQVADDYGKCSRLKSTCIYGGAPKGPQIRDLERGVEICIATPGRLIDFLESGKTNLRRCTYLVLDEADRMLDMGFEPQIRKIVDQIRPDRQTLMWSATWPKEVRQLAEDFLRDYTQINV.... Result: 0 (no interaction). (10) The miRNA is hsa-miR-30b-5p with sequence UGUAAACAUCCUACACUCAGCU. The protein sequence of the target gene is MLSLNNLQNIIYNPIIPYVGTITEQLKPGSLIVIRGHVPKDSERFQVDFQLGNSLKPRADVAFHFNPRFKRSSCIVCNTLTQEKWGWEEITYDMPFRKEKSFEIVFMVLKNKFQVAVNGRHVLLYAHRISPEQIDTVGIYGKVNIHSIGFRFSSDLQSMETSALGLTQINRENIQKPGKLQLSLPFEARLNASMGPGRTVVIKGEVNTNARSFNVDLVAGKTRDIALHLNPRLNVKAFVRNSFLQDAWGEEERNITCFPFSSGMYFEMIIYCDVREFKVAINGVHSLEYKHRFKDLSSID.... Result: 0 (no interaction).